Dataset: Full USPTO retrosynthesis dataset with 1.9M reactions from patents (1976-2016). Task: Predict the reactants needed to synthesize the given product. (1) Given the product [Br:5][C:6]1[C:15]([N+:1]([O-:4])=[O:2])=[CH:14][C:9]([C:10]([O:12][CH3:13])=[O:11])=[C:8]([Cl:16])[CH:7]=1, predict the reactants needed to synthesize it. The reactants are: [N+:1]([O-:4])(O)=[O:2].[Br:5][C:6]1[CH:15]=[CH:14][C:9]([C:10]([O:12][CH3:13])=[O:11])=[C:8]([Cl:16])[CH:7]=1. (2) Given the product [CH3:2][C@@H:3]1[CH2:7][CH2:6][CH2:5][N:4]1[CH2:8][CH2:9][C:10]1[CH:15]=[CH:14][C:13]([C:20]2[CH:21]=[CH:22][C:23]([C:26](=[O:32])[CH2:27][CH2:28][C:29]([OH:31])=[O:30])=[CH:24][CH:25]=2)=[CH:12][CH:11]=1, predict the reactants needed to synthesize it. The reactants are: Cl.[CH3:2][C@@H:3]1[CH2:7][CH2:6][CH2:5][N:4]1[CH2:8][CH2:9][C:10]1[CH:15]=[CH:14][C:13](B(O)O)=[CH:12][CH:11]=1.Cl[C:20]1[CH:25]=[CH:24][C:23]([C:26](=[O:32])[CH2:27][CH2:28][C:29]([OH:31])=[O:30])=[CH:22][CH:21]=1.C([O-])([O-])=O.[Na+].[Na+].O1CCOCC1. (3) Given the product [F:11][C:12]1[C:20]([F:21])=[CH:19][C:18]([N+:1]([O-:4])=[O:2])=[CH:17][C:13]=1[C:14]([OH:16])=[O:15], predict the reactants needed to synthesize it. The reactants are: [N+:1]([O-:4])([O-])=[O:2].[Na+].S(=O)(=O)(O)O.[F:11][C:12]1[C:20]([F:21])=[CH:19][CH:18]=[CH:17][C:13]=1[C:14]([OH:16])=[O:15]. (4) Given the product [ClH:1].[ClH:1].[NH:2]1[C:6]2=[N:7][CH:8]=[CH:9][C:10]([O:11][C:12]3[CH:17]=[CH:16][C:15]([NH:18][C:41]4[N:40]=[CH:39][C:38]([Br:37])=[CH:54][C:42]=4[C:43]([NH:45][C:46]4[CH:51]=[CH:50][C:49]([F:52])=[CH:48][C:47]=4[F:53])=[O:44])=[CH:14][C:13]=3[F:36])=[C:5]2[CH:4]=[CH:3]1, predict the reactants needed to synthesize it. The reactants are: [ClH:1].[NH:2]1[C:6]2=[N:7][CH:8]=[CH:9][C:10]([O:11][C:12]3[CH:17]=[CH:16][C:15]([NH:18]C4C(C(NC5C=CC(F)=CC=5F)=O)=CN=CC=4)=[CH:14][C:13]=3[F:36])=[C:5]2[CH:4]=[CH:3]1.[Br:37][C:38]1[CH:39]=[N:40][C:41](F)=[C:42]([CH:54]=1)[C:43]([NH:45][C:46]1[CH:51]=[CH:50][C:49]([F:52])=[CH:48][C:47]=1[F:53])=[O:44].Cl.O1CCOCC1.